Predict the product of the given reaction. From a dataset of Forward reaction prediction with 1.9M reactions from USPTO patents (1976-2016). (1) Given the reactants Br[C:2]1[C:3]([CH:9]2[CH2:14][CH2:13][CH2:12][CH2:11][CH2:10]2)=[C:4]([CH3:8])[CH:5]=[CH:6][CH:7]=1.Cl.Cl.[NH:17]1[CH2:22][CH2:21][CH:20]([CH2:23][CH2:24][CH2:25][CH2:26][NH:27][C:28](=[O:37])[CH:29]=[CH:30][C:31]2[CH:32]=[N:33][CH:34]=[CH:35][CH:36]=2)[CH2:19][CH2:18]1.C(=O)([O-])[O-].[K+].[K+].[I-].[Na+], predict the reaction product. The product is: [CH:9]1([CH:3]([C:2]2[CH:7]=[CH:6][CH:5]=[CH:4][CH:8]=2)[N:17]2[CH2:22][CH2:21][CH:20]([CH2:23][CH2:24][CH2:25][CH2:26][NH:27][C:28](=[O:37])[CH:29]=[CH:30][C:31]3[CH:32]=[N:33][CH:34]=[CH:35][CH:36]=3)[CH2:19][CH2:18]2)[CH2:10][CH2:11][CH2:12][CH2:13][CH2:14]1. (2) Given the reactants Br[C:2]1[CH:3]=[C:4]([CH2:9][NH:10][C:11]([C@@H:13]2[CH2:17][C@:16]([F:19])([CH3:18])[CH2:15][N:14]2[S:20]([C:23]2[CH:28]=[CH:27][C:26]([F:29])=[CH:25][CH:24]=2)(=[O:22])=[O:21])=[O:12])[CH:5]=[C:6]([F:8])[CH:7]=1.[B:30]1([B:30]2[O:34][C:33]([CH3:36])([CH3:35])[C:32]([CH3:38])([CH3:37])[O:31]2)[O:34][C:33]([CH3:36])([CH3:35])[C:32]([CH3:38])([CH3:37])[O:31]1.C([O-])(=O)C.[K+], predict the reaction product. The product is: [F:19][C@@:16]1([CH3:18])[CH2:15][N:14]([S:20]([C:23]2[CH:28]=[CH:27][C:26]([F:29])=[CH:25][CH:24]=2)(=[O:21])=[O:22])[C@H:13]([C:11]([NH:10][CH2:9][C:4]2[CH:3]=[C:2]([B:30]3[O:34][C:33]([CH3:36])([CH3:35])[C:32]([CH3:38])([CH3:37])[O:31]3)[CH:7]=[C:6]([F:8])[CH:5]=2)=[O:12])[CH2:17]1. (3) Given the reactants Cl[C:2]1[C:11]2[C:6](=[CH:7][CH:8]=[CH:9][C:10]=2[C:12]2[CH:17]=[CH:16][CH:15]=[CH:14][CH:13]=2)[C:5]([C:18]2[CH:19]=[C:20]([NH2:24])[CH:21]=[N:22][CH:23]=2)=[N:4][N:3]=1.[CH2:25]([NH2:32])[C:26]1[CH:31]=[CH:30][CH:29]=[CH:28][CH:27]=1.C(NS(C1C=NC=C(C2C3C(=C(C4C=CC=CC=4)C=CC=3)C(NCC3C=CC=CN=3)=NN=2)C=1)(=O)=O)(C)(C)C, predict the reaction product. The product is: [NH2:24][C:20]1[CH:19]=[C:18]([C:5]2[C:6]3[C:11](=[C:10]([C:12]4[CH:17]=[CH:16][CH:15]=[CH:14][CH:13]=4)[CH:9]=[CH:8][CH:7]=3)[C:2]([NH:32][CH2:25][C:26]3[CH:31]=[CH:30][CH:29]=[CH:28][CH:27]=3)=[N:3][N:4]=2)[CH:23]=[N:22][CH:21]=1.